Dataset: NCI-60 drug combinations with 297,098 pairs across 59 cell lines. Task: Regression. Given two drug SMILES strings and cell line genomic features, predict the synergy score measuring deviation from expected non-interaction effect. (1) Drug 1: CC1=C(C(CCC1)(C)C)C=CC(=CC=CC(=CC(=O)O)C)C. Drug 2: CN1C(=O)N2C=NC(=C2N=N1)C(=O)N. Cell line: UACC-257. Synergy scores: CSS=1.56, Synergy_ZIP=-2.04, Synergy_Bliss=-1.79, Synergy_Loewe=-3.60, Synergy_HSA=-2.14. (2) Drug 1: CCC1=C2CN3C(=CC4=C(C3=O)COC(=O)C4(CC)O)C2=NC5=C1C=C(C=C5)O. Drug 2: C1CN(CCN1C(=O)CCBr)C(=O)CCBr. Cell line: SK-MEL-28. Synergy scores: CSS=39.2, Synergy_ZIP=-2.87, Synergy_Bliss=3.30, Synergy_Loewe=2.58, Synergy_HSA=6.67. (3) Drug 1: C1=NC2=C(N1)C(=S)N=C(N2)N. Drug 2: CCC1(CC2CC(C3=C(CCN(C2)C1)C4=CC=CC=C4N3)(C5=C(C=C6C(=C5)C78CCN9C7C(C=CC9)(C(C(C8N6C)(C(=O)OC)O)OC(=O)C)CC)OC)C(=O)OC)O.OS(=O)(=O)O. Cell line: OVCAR-5. Synergy scores: CSS=38.8, Synergy_ZIP=-6.92, Synergy_Bliss=-8.52, Synergy_Loewe=-7.56, Synergy_HSA=-5.57. (4) Drug 1: C1=CC(=C2C(=C1NCCNCCO)C(=O)C3=C(C=CC(=C3C2=O)O)O)NCCNCCO. Drug 2: CC1=CC=C(C=C1)C2=CC(=NN2C3=CC=C(C=C3)S(=O)(=O)N)C(F)(F)F. Cell line: MOLT-4. Synergy scores: CSS=83.2, Synergy_ZIP=8.60, Synergy_Bliss=8.33, Synergy_Loewe=3.15, Synergy_HSA=10.2. (5) Drug 1: CC1OCC2C(O1)C(C(C(O2)OC3C4COC(=O)C4C(C5=CC6=C(C=C35)OCO6)C7=CC(=C(C(=C7)OC)O)OC)O)O. Drug 2: CN1C(=O)N2C=NC(=C2N=N1)C(=O)N. Cell line: SNB-19. Synergy scores: CSS=23.1, Synergy_ZIP=0.670, Synergy_Bliss=-1.01, Synergy_Loewe=-27.7, Synergy_HSA=-2.51. (6) Drug 1: COC1=NC(=NC2=C1N=CN2C3C(C(C(O3)CO)O)O)N. Drug 2: CN(CCCl)CCCl.Cl. Cell line: HT29. Synergy scores: CSS=10.9, Synergy_ZIP=-2.01, Synergy_Bliss=-0.0294, Synergy_Loewe=-30.0, Synergy_HSA=-2.80. (7) Drug 1: C1CCC(CC1)NC(=O)N(CCCl)N=O. Drug 2: CN(CCCl)CCCl.Cl. Cell line: MOLT-4. Synergy scores: CSS=55.1, Synergy_ZIP=0.697, Synergy_Bliss=0.440, Synergy_Loewe=-14.8, Synergy_HSA=0.716. (8) Drug 1: C1CCC(C1)C(CC#N)N2C=C(C=N2)C3=C4C=CNC4=NC=N3. Drug 2: COC1=C2C(=CC3=C1OC=C3)C=CC(=O)O2. Cell line: SF-295. Synergy scores: CSS=2.51, Synergy_ZIP=-1.49, Synergy_Bliss=-1.20, Synergy_Loewe=-1.29, Synergy_HSA=-1.09. (9) Drug 1: CC1=C2C(C(=O)C3(C(CC4C(C3C(C(C2(C)C)(CC1OC(=O)C(C(C5=CC=CC=C5)NC(=O)OC(C)(C)C)O)O)OC(=O)C6=CC=CC=C6)(CO4)OC(=O)C)OC)C)OC. Drug 2: COC1=C(C=C2C(=C1)N=CN=C2NC3=CC(=C(C=C3)F)Cl)OCCCN4CCOCC4. Cell line: SW-620. Synergy scores: CSS=59.4, Synergy_ZIP=8.38, Synergy_Bliss=6.64, Synergy_Loewe=-0.921, Synergy_HSA=8.73.